This data is from Catalyst prediction with 721,799 reactions and 888 catalyst types from USPTO. The task is: Predict which catalyst facilitates the given reaction. (1) Reactant: [K+].[Cl:2][C:3]1[CH:8]=[CH:7][C:6]([CH2:9][C:10]([NH:12][C:13]2[CH:14]=[C:15]([C:19]([C:21]3[C:29]4[CH:28]=[N:27][CH:26]=[N:25][C:24]=4[N:23]([CH2:30][C:31]([O-])=[O:32])[CH:22]=3)=[O:20])[CH:16]=[N:17][CH:18]=2)=[O:11])=[CH:5][CH:4]=1.Cl.[CH3:35][NH:36][CH3:37].CN(C(ON1N=NC2C=CC=NC1=2)=[N+](C)C)C.F[P-](F)(F)(F)(F)F. Product: [Cl:2][C:3]1[CH:8]=[CH:7][C:6]([CH2:9][C:10]([NH:12][C:13]2[CH:14]=[C:15]([C:19]([C:21]3[C:29]4[CH:28]=[N:27][CH:26]=[N:25][C:24]=4[N:23]([CH2:30][C:31]([N:36]([CH3:37])[CH3:35])=[O:32])[CH:22]=3)=[O:20])[CH:16]=[N:17][CH:18]=2)=[O:11])=[CH:5][CH:4]=1. The catalyst class is: 298. (2) Reactant: C(O[BH-](OC(=O)C)OC(=O)C)(=O)C.[Na+].FC(F)(F)C(O)=O.[F:22][C:23]1[C:29]([O:30][CH3:31])=[CH:28][C:27]([O:32][CH3:33])=[C:26]([F:34])[C:24]=1[NH2:25].[Cl:35][C:36]1[C:41]([CH:42]=O)=[CH:40][N:39]=[C:38]2[N:44]([CH2:47][O:48][CH2:49][CH2:50][Si:51]([CH3:54])([CH3:53])[CH3:52])[CH:45]=[CH:46][C:37]=12.C([O-])(O)=O.[Na+]. Product: [Cl:35][C:36]1[C:41]([CH2:42][NH:25][C:24]2[C:23]([F:22])=[C:29]([O:30][CH3:31])[CH:28]=[C:27]([O:32][CH3:33])[C:26]=2[F:34])=[CH:40][N:39]=[C:38]2[N:44]([CH2:47][O:48][CH2:49][CH2:50][Si:51]([CH3:52])([CH3:54])[CH3:53])[CH:45]=[CH:46][C:37]=12. The catalyst class is: 2. (3) Reactant: [CH:1]([C:3]1([CH2:9][C:10]([O:12][CH3:13])=[O:11])[CH2:8][CH2:7][O:6][CH2:5][CH2:4]1)=C.C12BC(CCC1)CCC2.O1CCCC1.[OH-].[Na+].OO.Cl. Product: [CH2:9]1[C:3]2([CH2:4][CH2:5][O:6][CH2:7][CH2:8]2)[CH2:1][CH2:13][O:12][C:10]1=[O:11]. The catalyst class is: 214. (4) The catalyst class is: 10. Product: [CH2:1]([O:3][C:4]([N:6]1[C:15]2[C:10](=[N:11][C:12]([O:16][CH3:17])=[CH:13][CH:14]=2)[C@@H:9]([NH:18][C:19]2[N:24]=[C:23]([CH2:25][C:26]3[CH:27]=[C:28]([C:36]([F:39])([F:38])[F:37])[CH:29]=[C:30]([C:32]([F:33])([F:34])[F:35])[CH:31]=3)[C:22]([CH2:40][CH2:41][C:42]3[NH:45][C:53](=[O:54])[O:44][N:43]=3)=[CH:21][N:20]=2)[CH2:8][C@H:7]1[CH2:46][CH3:47])=[O:5])[CH3:2]. Reactant: [CH2:1]([O:3][C:4]([N:6]1[C:15]2[C:10](=[N:11][C:12]([O:16][CH3:17])=[CH:13][CH:14]=2)[C@@H:9]([NH:18][C:19]2[N:24]=[C:23]([CH2:25][C:26]3[CH:31]=[C:30]([C:32]([F:35])([F:34])[F:33])[CH:29]=[C:28]([C:36]([F:39])([F:38])[F:37])[CH:27]=3)[C:22]([CH2:40][CH2:41][C:42](=[NH:45])[NH:43][OH:44])=[CH:21][N:20]=2)[CH2:8][C@H:7]1[CH2:46][CH3:47])=[O:5])[CH3:2].C1N=CN([C:53](N2C=NC=C2)=[O:54])C=1.